Dataset: Full USPTO retrosynthesis dataset with 1.9M reactions from patents (1976-2016). Task: Predict the reactants needed to synthesize the given product. (1) Given the product [OH:19][C:18]1[C:20]2([CH2:21][CH2:22][N:23]([O:26][CH3:27])[CH2:24][CH2:25]2)[O:28][C:3](=[O:2])[C:4]=1[C:5]1[CH:10]=[C:9]([CH3:11])[C:8]([CH3:12])=[CH:7][C:6]=1[CH3:13], predict the reactants needed to synthesize it. The reactants are: C[O:2][C:3](=O)[CH2:4][C:5]1[CH:10]=[C:9]([CH3:11])[C:8]([CH3:12])=[CH:7][C:6]=1[CH3:13].C(O[C:18]([C:20]1([OH:28])[CH2:25][CH2:24][N:23]([O:26][CH3:27])[CH2:22][CH2:21]1)=[O:19])C.CC(C)([O-])C.[K+]. (2) Given the product [OH:47][CH2:46][CH2:45][NH:44][C:24]([C:21]1[S:20][C:19]([O:18][C:13]2[CH:14]=[C:15]3[C:10](=[CH:11][CH:12]=2)[O:9][CH:8]([C:3]2[CH:4]=[CH:5][CH:6]=[CH:7][C:2]=2[CH3:27])[CH2:17][CH2:16]3)=[N:23][CH:22]=1)=[O:25], predict the reactants needed to synthesize it. The reactants are: [Li+].[C:2]1([CH3:27])[CH:7]=[CH:6][CH:5]=[CH:4][C:3]=1[CH:8]1[CH2:17][CH2:16][C:15]2[C:10](=[CH:11][CH:12]=[C:13]([O:18][C:19]3[S:20][C:21]([C:24]([O-])=[O:25])=[CH:22][N:23]=3)[CH:14]=2)[O:9]1.CN(C)C=O.ON1C2C=CC=CC=2N=N1.C[N:44]1CC[O:47][CH2:46][CH2:45]1.C(CN)O. (3) Given the product [NH2:1][C:2]1[S:3][CH:4]=[C:5]([C:7]([OH:9])=[O:8])[N:6]=1, predict the reactants needed to synthesize it. The reactants are: [NH2:1][C:2]1[S:3][CH:4]=[C:5]([C:7]([O:9]CC)=[O:8])[N:6]=1.[OH-].[Na+].Cl. (4) Given the product [F:14][C:13]([F:16])([F:15])[C:12]([NH:11][CH2:10][CH2:9][CH:8]([OH:18])[C:4]1[CH:5]=[CH:6][CH:7]=[C:2]([C:19]#[C:20][CH:21]([OH:25])[CH2:22][CH2:23][CH3:24])[CH:3]=1)=[O:17], predict the reactants needed to synthesize it. The reactants are: Br[C:2]1[CH:3]=[C:4]([CH:8]([OH:18])[CH2:9][CH2:10][NH:11][C:12](=[O:17])[C:13]([F:16])([F:15])[F:14])[CH:5]=[CH:6][CH:7]=1.[CH:19]#[C:20][CH:21]([OH:25])[CH2:22][CH2:23][CH3:24]. (5) Given the product [F:37][C:35]1[CH:36]=[C:6]([C:4](=[O:3])[CH3:5])[CH:7]=[C:8]([F:38])[C:9]=1[CH2:10][N:11]1[C:19]2[C:14](=[CH:15][CH:16]=[CH:17][CH:18]=2)[C:13]([C:20]2[N:25]=[C:24]([NH:26][C:27]3[CH:32]=[CH:31][N:30]=[CH:29][CH:28]=3)[C:23]([O:33][CH3:34])=[CH:22][N:21]=2)=[N:12]1, predict the reactants needed to synthesize it. The reactants are: C([O:3][C:4]([C:6]1[CH:36]=[C:35]([F:37])[C:9]([CH2:10][N:11]2[C:19]3[C:14](=[CH:15][CH:16]=[CH:17][CH:18]=3)[C:13]([C:20]3[N:25]=[C:24]([NH:26][C:27]4[CH:32]=[CH:31][N:30]=[CH:29][CH:28]=4)[C:23]([O:33][CH3:34])=[CH:22][N:21]=3)=[N:12]2)=[C:8]([F:38])[CH:7]=1)=[CH2:5])C.O.CC1C=CC(S(O)(=O)=O)=CC=1. (6) Given the product [Br-:19].[CH2:8]([O:10][P:11]([CH2:16][CH2:17][CH2:18][N+:1]1[CH:2]=[CH:3][C:4]([CH3:20])=[CH:5][CH:6]=1)([O:12][CH2:13][CH3:14])=[O:15])[CH3:9], predict the reactants needed to synthesize it. The reactants are: [N:1]1[CH:6]=[CH:5][CH:4]=[CH:3][C:2]=1C.[CH2:8]([O:10][P:11]([CH2:16][CH2:17][CH2:18][Br:19])(=[O:15])[O:12][CH2:13][CH3:14])[CH3:9].[C:20](OCC)(=O)C. (7) Given the product [CH3:11][N:9]1[CH:10]=[C:6]([CH2:4][OH:3])[C:7]([CH3:12])=[N:8]1, predict the reactants needed to synthesize it. The reactants are: C([O:3][C:4]([C:6]1[C:7]([CH3:12])=[N:8][N:9]([CH3:11])[CH:10]=1)=O)C.CC(C[AlH]CC(C)C)C.